Predict the reaction yield, written as a fraction of the theoretical maximum amount of product (1.0 means a 100% yield; for example, 0.34 means a 34% yield). From a dataset of Reaction yield outcomes from USPTO patents with 853,638 reactions. (1) The reactants are [F:1][C:2]1[C:3]([S:41]C)=[C:4]([C:9]2[C:10]([CH:24](O)[C:25]3[CH:30]=[CH:29][C:28]([O:31][CH2:32][CH2:33][N:34]4[CH2:39][CH2:38][CH2:37][CH2:36][CH2:35]4)=[CH:27][CH:26]=3)=[C:11]3[C:16](=[CH:17][CH:18]=2)[CH:15]=[C:14]([O:19][S:20]([CH3:23])(=[O:22])=[O:21])[CH:13]=[CH:12]3)[CH:5]=[C:6]([F:8])[CH:7]=1.C(N(CC)CC)C.CS(Cl)(=O)=O.O. The catalyst is C(Cl)Cl. The product is [F:1][C:2]1[CH:7]=[C:6]([F:8])[CH:5]=[C:4]2[C:3]=1[S:41][CH:24]([C:25]1[CH:26]=[CH:27][C:28]([O:31][CH2:32][CH2:33][N:34]3[CH2:39][CH2:38][CH2:37][CH2:36][CH2:35]3)=[CH:29][CH:30]=1)[C:10]1[C:9]2=[CH:18][CH:17]=[C:16]2[C:11]=1[CH:12]=[CH:13][C:14]([O:19][S:20]([CH3:23])(=[O:21])=[O:22])=[CH:15]2. The yield is 0.740. (2) The reactants are CSC1N=C(N)[CH:6]=[C:5](C2C=CN=CC=2)[N:4]=1.O1C=[CH:19][CH:18]=[C:17]1[C:21]1[N:26]=[C:25]([S:27]([CH3:30])(=[O:29])=[O:28])[N:24]=[C:23]([NH2:31])[CH:22]=1. No catalyst specified. The product is [CH3:30][S:27]([C:25]1[N:24]=[C:23]([NH2:31])[CH:22]=[C:21]([C:17]2[CH:18]=[CH:19][N:4]=[CH:5][CH:6]=2)[N:26]=1)(=[O:28])=[O:29]. The yield is 0.990. (3) The catalyst is C(Cl)Cl.C(OCC)(=O)C. The product is [Br:14][C:15]1[CH:20]=[CH:19][C:18]([NH:21][C:1]([N:8]2[CH2:9][CH2:10][NH:11][CH2:12][CH2:13]2)=[O:3])=[CH:17][CH:16]=1. The reactants are [C:1]([N:8]1[CH2:13][CH2:12][NH:11][CH2:10][CH2:9]1)([O:3]C(C)(C)C)=O.[Br:14][C:15]1[CH:20]=[CH:19][C:18]([N:21]=C=O)=[CH:17][CH:16]=1. The yield is 1.00. (4) The yield is 0.500. No catalyst specified. The product is [N:1]1[CH:6]=[CH:5][CH:4]=[CH:3][C:2]=1[S:7]([NH:11][C:12]1[CH:22]=[CH:21][C:15]([C:16]([OH:18])=[O:17])=[CH:14][CH:13]=1)(=[O:9])=[O:8]. The reactants are [N:1]1[CH:6]=[CH:5][CH:4]=[CH:3][C:2]=1[S:7](Cl)(=[O:9])=[O:8].[NH2:11][C:12]1[CH:22]=[CH:21][C:15]([C:16]([O:18]CC)=[O:17])=[CH:14][CH:13]=1.N1C=CC=CC=1S(NC1C=C(C=CC=1)C(O)=O)(=O)=O.